This data is from Forward reaction prediction with 1.9M reactions from USPTO patents (1976-2016). The task is: Predict the product of the given reaction. (1) The product is: [CH2:16]([O:1][CH2:2][C@@H:3]1[C@H:7]([C:8]2[CH:13]=[CH:12][CH:11]=[C:10]([F:14])[CH:9]=2)[CH2:6][C:5](=[CH2:15])[CH2:4]1)[C:17]1[CH:22]=[CH:21][CH:20]=[CH:19][CH:18]=1. Given the reactants [OH:1][CH2:2][C@@H:3]1[C@H:7]([C:8]2[CH:13]=[CH:12][CH:11]=[C:10]([F:14])[CH:9]=2)[CH2:6][C:5](=[CH2:15])[CH2:4]1.[CH2:16](Br)[C:17]1[CH:22]=[CH:21][CH:20]=[CH:19][CH:18]=1.[H-].[Na+], predict the reaction product. (2) The product is: [C:51]([C:31]1[C:32]([NH:34][C@H:35]2[C@@H:40]([CH2:41][OH:42])[C@H:39]3[CH2:50][C@@H:36]2[CH2:37][CH2:38]3)=[CH:33][C:28]([NH:27][C:25]([N:16]2[C:17]3[C:12](=[CH:11][C:10]([CH2:9][OH:8])=[C:19]([CH:20]=[O:21])[N:18]=3)[CH2:13][CH2:14][CH2:15]2)=[O:26])=[N:29][CH:30]=1)#[N:52]. Given the reactants [Si]([O:8][CH2:9][C:10]1[CH:11]=[C:12]2[C:17](=[N:18][C:19]=1[CH:20](OC)[O:21]C)[N:16]([C:25]([NH:27][C:28]1[CH:33]=[C:32]([NH:34][C@H:35]3[C@@H:40]([CH2:41][O:42][Si](CC)(CC)CC)[C@H:39]4[CH2:50][C@@H:36]3[CH2:37][CH2:38]4)[C:31]([C:51]#[N:52])=[CH:30][N:29]=1)=[O:26])[CH2:15][CH2:14][CH2:13]2)(C(C)(C)C)(C)C.O.Cl, predict the reaction product. (3) Given the reactants [CH3:1][C:2]1[CH:7]=[CH:6][CH:5]=[C:4]([CH3:8])[C:3]=1[N:9]1[C:13](=[O:14])[CH2:12][C@:11]([CH:18]([CH3:20])[CH3:19])([C:15](O)=[O:16])[CH2:10]1.CS(Cl)(=O)=O.C(N(C(C)C)CC)(C)C.[NH2:35][C:36]1[CH:37]=[C:38]([CH:41]=[C:42]([C:44]([F:47])([F:46])[F:45])[CH:43]=1)[C:39]#[N:40], predict the reaction product. The product is: [C:39]([C:38]1[CH:37]=[C:36]([NH:35][C:15]([C@@:11]2([CH:18]([CH3:19])[CH3:20])[CH2:12][C:13](=[O:14])[N:9]([C:3]3[C:4]([CH3:8])=[CH:5][CH:6]=[CH:7][C:2]=3[CH3:1])[CH2:10]2)=[O:16])[CH:43]=[C:42]([C:44]([F:45])([F:46])[F:47])[CH:41]=1)#[N:40]. (4) Given the reactants [Cl:1][C:2]1[C:7](I)=[CH:6][N:5]=[C:4]([S:9][CH3:10])[N:3]=1.OB(O)[C:13]1[CH:18]=[CH:17][C:16]([F:19])=[CH:15][C:14]=1[F:20], predict the reaction product. The product is: [Cl:1][C:2]1[C:7]([C:13]2[CH:18]=[CH:17][C:16]([F:19])=[CH:15][C:14]=2[F:20])=[CH:6][N:5]=[C:4]([S:9][CH3:10])[N:3]=1.